This data is from Reaction yield outcomes from USPTO patents with 853,638 reactions. The task is: Predict the reaction yield, written as a fraction of the theoretical maximum amount of product (1.0 means a 100% yield; for example, 0.34 means a 34% yield). (1) The reactants are [CH2:1]([C@@H:8]1[NH:13][CH2:12][CH2:11][N:10]([C:14]2[CH:22]=[C:21]3[C:17]([C:18]([CH2:27][CH3:28])=[N:19][N:20]3[CH:23]3[CH2:26][CH2:25][CH2:24]3)=[CH:16][CH:15]=2)[CH2:9]1)[C:2]1[CH:7]=[CH:6][CH:5]=[CH:4][CH:3]=1.Cl[C:30]1[S:31][CH:32]=[CH:33][N:34]=1. No catalyst specified. The product is [CH2:1]([C@H:8]1[CH2:9][N:10]([C:14]2[CH:22]=[C:21]3[C:17]([C:18]([CH2:27][CH3:28])=[N:19][N:20]3[CH:23]3[CH2:24][CH2:25][CH2:26]3)=[CH:16][CH:15]=2)[CH2:11][CH2:12][N:13]1[C:30]1[S:31][CH:32]=[CH:33][N:34]=1)[C:2]1[CH:3]=[CH:4][CH:5]=[CH:6][CH:7]=1. The yield is 0.640. (2) The reactants are [NH2:1][CH:2]([CH2:5][O:6][C:7]1[CH:12]=[C:11]([Cl:13])[C:10]([C:14]2[S:15][C:16]([C:19]3[N:20]=[C:21]4[C:26]([Cl:27])=[CH:25][C:24]([C:28]([F:31])([F:30])[F:29])=[CH:23]N4[CH:32]=3)=[N:17][N:18]=2)=[CH:9][C:8]=1[F:33])[CH2:3][OH:4].[CH3:34]CN(CC)CC.[CH3:41][C:42]([O:45][C:46](O[C:46]([O:45][C:42]([CH3:44])([CH3:43])[CH3:41])=[O:47])=[O:47])([CH3:44])[CH3:43]. The catalyst is C1COCC1. The product is [Cl:13][C:11]1[C:10]([C:14]2[S:15][C:16]([C:19]3[N:20]=[C:21]4[CH:34]([CH:32]=3)[CH:23]=[C:24]([C:28]([F:30])([F:31])[F:29])[CH:25]=[C:26]4[Cl:27])=[N:17][N:18]=2)=[CH:9][C:8]([F:33])=[C:7]([CH:12]=1)[O:6][CH2:5][CH:2]([NH:1][C:46](=[O:47])[O:45][C:42]([CH3:44])([CH3:43])[CH3:41])[CH2:3][OH:4]. The yield is 0.930. (3) The yield is 0.510. The product is [C:1]([C:4]1[CH:16]=[CH:15][C:7]2[O:8][CH2:9][C:10](=[O:11])[NH:17][C:6]=2[CH:5]=1)(=[O:3])[CH3:2]. The catalyst is C(O)(=O)C.[Fe]. The reactants are [C:1]([C:4]1[CH:16]=[CH:15][C:7]([O:8][CH2:9][C:10](OCC)=[O:11])=[C:6]([N+:17]([O-])=O)[CH:5]=1)(=[O:3])[CH3:2].COC1C=CC2OCC(=O)NC=2C=1. (4) The reactants are [CH3:1][O:2][C:3]1[CH:8]=[CH:7][C:6]([O:9][CH3:10])=[CH:5][C:4]=1[NH:11][C:12]([CH:14]1[CH2:19][CH2:18][CH2:17][CH2:16][CH2:15]1)=[S:13]. The catalyst is [OH-].[Na+].[Fe-3](C#N)(C#N)(C#N)(C#N)(C#N)C#N.[K+].[K+].[K+]. The product is [CH:14]1([C:12]2[S:13][C:5]3[C:6]([O:9][CH3:10])=[CH:7][CH:8]=[C:3]([O:2][CH3:1])[C:4]=3[N:11]=2)[CH2:19][CH2:18][CH2:17][CH2:16][CH2:15]1. The yield is 0.880.